Task: Predict the reactants needed to synthesize the given product.. Dataset: Full USPTO retrosynthesis dataset with 1.9M reactions from patents (1976-2016) (1) Given the product [Cl:18][C:14]1[CH:13]=[C:12]([CH:17]=[CH:16][CH:15]=1)[CH2:11][N:10]1[C:5]2[C:6](=[N:7][C:2]([N:30]([C:39]([O:41][C:42]([CH3:45])([CH3:44])[CH3:43])=[O:40])[NH:31][C:32]([O:34][C:35]([CH3:36])([CH3:37])[CH3:38])=[O:33])=[CH:3][CH:4]=2)[CH:8]=[C:9]1[C:19]1[N:23]([CH:24]2[CH2:29][CH2:28][CH2:27][CH2:26][O:25]2)[N:22]=[CH:21][CH:20]=1, predict the reactants needed to synthesize it. The reactants are: Cl[C:2]1[N:7]=[C:6]2[CH:8]=[C:9]([C:19]3[N:23]([CH:24]4[CH2:29][CH2:28][CH2:27][CH2:26][O:25]4)[N:22]=[CH:21][CH:20]=3)[N:10]([CH2:11][C:12]3[CH:17]=[CH:16][CH:15]=[C:14]([Cl:18])[CH:13]=3)[C:5]2=[CH:4][CH:3]=1.[NH:30]([C:39]([O:41][C:42]([CH3:45])([CH3:44])[CH3:43])=[O:40])[NH:31][C:32]([O:34][C:35]([CH3:38])([CH3:37])[CH3:36])=[O:33].C([O-])([O-])=O.[Cs+].[Cs+]. (2) Given the product [CH3:15][O:16][C:17]1[CH:22]=[CH:21][C:20]([C:2]2[CH:6]=[CH:5][S:4][C:3]=2[C:7]2[CH:8]=[CH:9][CH:10]=[C:11]([O:34][CH3:32])[CH:12]=2)=[CH:19][CH:18]=1, predict the reactants needed to synthesize it. The reactants are: Br[C:2]1[CH:6]=[CH:5][S:4][C:3]=1[C:7]1[CH:12]=[CH:11][C:10](OC)=[CH:9][CH:8]=1.[CH3:15][O:16][C:17]1[CH:22]=[CH:21][C:20](B(O)O)=[CH:19][CH:18]=1.CCCCCC.[C:32](OCC)(=[O:34])C. (3) Given the product [CH3:17][O:18][C:19]1[CH:27]=[CH:26][CH:25]=[CH:24][C:20]=1[C:21]([S:4][C:3]1[CH:5]=[CH:6][CH:7]=[CH:8][C:2]=1[C:1]([OH:10])=[O:9])=[O:22], predict the reactants needed to synthesize it. The reactants are: [C:1]([OH:10])(=[O:9])[C:2]1[C:3](=[CH:5][CH:6]=[CH:7][CH:8]=1)[SH:4].N1C=CC=CC=1.[CH3:17][O:18][C:19]1[CH:27]=[CH:26][CH:25]=[CH:24][C:20]=1[C:21](Cl)=[O:22]. (4) Given the product [C:34]([O:38][C:39]([NH:41][C:42]1[C:43]([C:57]([NH:18][C:17]2[C:12]([N:8]3[CH2:9][C@H:10]([CH3:11])[C@@H:5]([OH:4])[C@H:6]([NH:26][C:27](=[O:28])[O:29][C:30]([CH3:33])([CH3:32])[CH3:31])[CH2:7]3)=[C:13]3[CH2:21][CH2:20][CH:19]([OH:22])[C:14]3=[N:15][CH:16]=2)=[O:58])=[N:44][C:45]([C:49]2[C:54]([F:55])=[CH:53][CH:52]=[CH:51][C:50]=2[F:56])=[C:46]([F:48])[CH:47]=1)=[O:40])([CH3:37])([CH3:35])[CH3:36], predict the reactants needed to synthesize it. The reactants are: C([O:4][C@@H:5]1[C@@H:10]([CH3:11])[CH2:9][N:8]([C:12]2[C:17]([NH2:18])=[CH:16][N:15]=[C:14]3[CH:19]([O:22]C(=O)C)[CH2:20][CH2:21][C:13]=23)[CH2:7][C@H:6]1[NH:26][C:27]([O:29][C:30]([CH3:33])([CH3:32])[CH3:31])=[O:28])(=O)C.[C:34]([O:38][C:39]([NH:41][C:42]1[C:43]([C:57](O)=[O:58])=[N:44][C:45]([C:49]2[C:54]([F:55])=[CH:53][CH:52]=[CH:51][C:50]=2[F:56])=[C:46]([F:48])[CH:47]=1)=[O:40])([CH3:37])([CH3:36])[CH3:35].CN(C(ON1N=NC2C=CC=NC1=2)=[N+](C)C)C.F[P-](F)(F)(F)(F)F.CCN(C(C)C)C(C)C. (5) Given the product [CH3:1][O:2][C:3]1[CH:8]=[CH:7][CH:6]=[C:5]2[C:4]=1[CH:9]1[CH:10]([CH2:15][C:16]2=[O:18])[CH2:11][CH2:12][CH2:13][CH2:14]1, predict the reactants needed to synthesize it. The reactants are: [CH3:1][O:2][C:3]1[CH:8]=[CH:7][CH:6]=[CH:5][C:4]=1[CH:9]1[CH2:14][CH2:13][CH2:12][CH2:11][CH:10]1[CH2:15][C:16]([OH:18])=O.C(Cl)(=O)C(Cl)=O.ClCCl.CN(C=O)C. (6) Given the product [Cl:1][C:2]1[C:3]([N:12]([CH2:27][CH2:28][CH:29]2[CH2:34][CH2:33][CH2:32][CH2:31][CH2:30]2)[S:13]([C:16]2[CH:25]=[CH:24][C:19]([C:20]([O:22][CH3:23])=[O:21])=[CH:18][CH:17]=2)(=[O:15])=[O:14])=[N:4][CH:5]=[C:6]([C:8]([F:11])([F:9])[F:10])[CH:7]=1, predict the reactants needed to synthesize it. The reactants are: [Cl:1][C:2]1[C:3]([NH:12][S:13]([C:16]2[CH:25]=[CH:24][C:19]([C:20]([O:22][CH3:23])=[O:21])=[CH:18][CH:17]=2)(=[O:15])=[O:14])=[N:4][CH:5]=[C:6]([C:8]([F:11])([F:10])[F:9])[CH:7]=1.Br[CH2:27][CH2:28][CH:29]1[CH2:34][CH2:33][CH2:32][CH2:31][CH2:30]1. (7) Given the product [Br:13][C:14]1[CH:19]=[C:18]([F:20])[CH:17]=[C:16]2[C:15]=1[O:21][CH2:22][CH:23]=[CH:24]2, predict the reactants needed to synthesize it. The reactants are: FC1C=CC(F)=C2C=1C=CCO2.[Br:13][C:14]1[CH:19]=[C:18]([F:20])[CH:17]=[CH:16][C:15]=1[O:21][CH2:22][C:23]#[CH:24]. (8) Given the product [CH2:22]([O:23][C:24]([N:1]1[CH2:5][CH2:4][CH2:3][C@H:2]1[C:6]([OH:8])=[O:7])=[O:25])[C:19]1[CH:20]=[CH:21][CH:16]=[CH:17][CH:18]=1, predict the reactants needed to synthesize it. The reactants are: [NH:1]1[CH2:5][CH2:4][CH2:3][C@H:2]1[C:6]([OH:8])=[O:7].O.C([O-])([O-])=O.[Na+].[Na+].[CH:16]1[CH:21]=[CH:20][C:19]([CH2:22][O:23][C:24](Cl)=[O:25])=[CH:18][CH:17]=1. (9) Given the product [CH2:1]([O:8][C:9]1[CH:10]=[C:11]2[C:16](=[CH:17][C:18]=1[O:19][CH3:20])[CH:15](/[CH:21]=[CH:49]/[C:48]1[CH:51]=[C:52]([CH3:53])[C:45]([O:44][CH3:43])=[CH:46][C:47]=1[CH3:54])[NH:14][CH2:13][CH2:12]2)[C:2]1[CH:7]=[CH:6][CH:5]=[CH:4][CH:3]=1, predict the reactants needed to synthesize it. The reactants are: [CH2:1]([O:8][C:9]1[CH:10]=[C:11]2[C:16](=[CH:17][C:18]=1[O:19][CH3:20])[CH:15]([CH2:21]S(C1N(C3C=CC=CC=3)N=NN=1)(=O)=O)[N:14](C(OC(C)(C)C)=O)[CH2:13][CH2:12]2)[C:2]1[CH:7]=[CH:6][CH:5]=[CH:4][CH:3]=1.[CH3:43][O:44][C:45]1[C:52]([CH3:53])=[CH:51][C:48]([CH:49]=O)=[C:47]([CH3:54])[CH:46]=1.C[Si]([N-][Si](C)(C)C)(C)C.[Li+].